From a dataset of Full USPTO retrosynthesis dataset with 1.9M reactions from patents (1976-2016). Predict the reactants needed to synthesize the given product. (1) Given the product [CH:26]1([NH:25][C:23]([C:22]2[CH:29]=[CH:30][C:31]([CH3:32])=[C:20]([NH:19][C:16]([C:11]3[CH:12]=[CH:13][C:14](=[O:15])[N:9]([C:3]4[C:4]([Cl:8])=[CH:5][CH:6]=[CH:7][C:2]=4[Cl:1])[CH:10]=3)=[O:18])[CH:21]=2)=[O:24])[CH2:28][CH2:27]1, predict the reactants needed to synthesize it. The reactants are: [Cl:1][C:2]1[CH:7]=[CH:6][CH:5]=[C:4]([Cl:8])[C:3]=1[N:9]1[C:14](=[O:15])[CH:13]=[CH:12][C:11]([C:16]([OH:18])=O)=[CH:10]1.[NH2:19][C:20]1[CH:21]=[C:22]([CH:29]=[CH:30][C:31]=1[CH3:32])[C:23]([NH:25][CH:26]1[CH2:28][CH2:27]1)=[O:24].CCN=C=NCCCN(C)C.Cl.C1C=CC2N(O)N=NC=2C=1. (2) Given the product [Cl:1][C:2]1[CH:18]=[CH:17][C:5]2[CH2:6][CH2:7][N:8]([C:11](=[O:16])[C:12]([F:15])([F:14])[F:13])[CH2:9][CH2:10][C:4]=2[C:3]=1[NH:27][CH2:28][C:29]1[CH:34]=[CH:33][C:32]([C:35]2[N:36]=[C:37]([NH:40][CH2:41][CH:42]3[CH2:44][CH2:43]3)[S:38][CH:39]=2)=[CH:31][N:30]=1, predict the reactants needed to synthesize it. The reactants are: [Cl:1][C:2]1[CH:18]=[CH:17][C:5]2[CH2:6][CH2:7][N:8]([C:11](=[O:16])[C:12]([F:15])([F:14])[F:13])[CH2:9][CH2:10][C:4]=2[C:3]=1OS(C(F)(F)F)(=O)=O.[NH2:27][CH2:28][C:29]1[CH:34]=[CH:33][C:32]([C:35]2[N:36]=[C:37]([NH:40][CH2:41][CH:42]3[CH2:44][CH2:43]3)[S:38][CH:39]=2)=[CH:31][N:30]=1. (3) Given the product [Cl:1][C:2]1[N:7]=[C:6]2[C:8]([I:11])=[CH:9][N:10]([C:17]([O:16][C:12]([CH3:15])([CH3:14])[CH3:13])=[O:18])[C:5]2=[CH:4][CH:3]=1, predict the reactants needed to synthesize it. The reactants are: [Cl:1][C:2]1[N:7]=[C:6]2[C:8]([I:11])=[CH:9][NH:10][C:5]2=[CH:4][CH:3]=1.[C:12]([O:16][C:17](O[C:17]([O:16][C:12]([CH3:15])([CH3:14])[CH3:13])=[O:18])=[O:18])([CH3:15])([CH3:14])[CH3:13]. (4) Given the product [Br:1][C:2]1[C:3]([CH3:18])=[CH:4][C:5]([C:20]2[CH:25]=[N:24][CH:23]=[CH:22][N:21]=2)=[CH:6][C:7]=1[CH3:8], predict the reactants needed to synthesize it. The reactants are: [Br:1][C:2]1[C:7]([CH3:8])=[CH:6][C:5](B2OC(C)(C)C(C)(C)O2)=[CH:4][C:3]=1[CH3:18].I[C:20]1[CH:25]=[N:24][CH:23]=[CH:22][N:21]=1.